Dataset: Reaction yield outcomes from USPTO patents with 853,638 reactions. Task: Predict the reaction yield, written as a fraction of the theoretical maximum amount of product (1.0 means a 100% yield; for example, 0.34 means a 34% yield). (1) The reactants are [CH3:1][C:2]1[C:10]([O:11][C@@H:12]2[CH2:17][CH2:16][CH2:15][C@H:14]([NH2:18])[CH2:13]2)=[CH:9][CH:8]=[C:7]2[C:3]=1[CH:4]=[N:5][NH:6]2.[O:19]1[CH:24]=[CH:23][CH2:22][CH2:21][CH2:20]1.C1(C)C=CC(S([O-])(=O)=O)=CC=1.[NH+]1C=CC=CC=1.O.C1(C)C=CC(S(O)(=O)=O)=CC=1.[OH-].[Na+]. The catalyst is ClCCl.CN1CCCC1=O. The product is [CH3:1][C:2]1[C:10]([O:11][C@@H:12]2[CH2:17][CH2:16][CH2:15][C@H:14]([NH2:18])[CH2:13]2)=[CH:9][CH:8]=[C:7]2[C:3]=1[CH:4]=[N:5][N:6]2[CH:20]1[CH2:21][CH2:22][CH2:23][CH2:24][O:19]1. The yield is 0.896. (2) The yield is 0.330. The reactants are C[Al](C)C.C(O[C:8](=[O:24])[C:9]1[CH:14]=[C:13]([C:15]#[C:16][C:17]2[CH:22]=[CH:21][CH:20]=[C:19]([F:23])[CH:18]=2)[CH:12]=[N:11][CH:10]=1)C.[CH3:25][NH:26][O:27][CH3:28].[C@H](O)(C([O-])=O)[C@@H](O)C([O-])=O.[Na+].[K+]. The product is [F:23][C:19]1[CH:18]=[C:17]([C:16]#[C:15][C:13]2[CH:12]=[N:11][CH:10]=[C:9]([CH:14]=2)[C:8]([N:26]([O:27][CH3:28])[CH3:25])=[O:24])[CH:22]=[CH:21][CH:20]=1. The catalyst is C1(C)C=CC=CC=1.C(OCC)(=O)C.